This data is from Forward reaction prediction with 1.9M reactions from USPTO patents (1976-2016). The task is: Predict the product of the given reaction. (1) Given the reactants [F:1][C:2]1[CH:7]=[CH:6][C:5]([O:8][C:9](=[O:23])[N:10]([CH2:12][C@H:13]2[CH2:18][CH2:17][C@H:16]([C:19]#[C:20][CH2:21]Cl)[CH2:15][CH2:14]2)[CH3:11])=[CH:4][CH:3]=1.[Na+].[I-].[CH3:26][NH:27][CH2:28][CH2:29][CH3:30], predict the reaction product. The product is: [F:1][C:2]1[CH:7]=[CH:6][C:5]([O:8][C:9](=[O:23])[N:10]([CH3:11])[CH2:12][C@H:13]2[CH2:18][CH2:17][C@H:16]([C:19]#[C:20][CH2:21][N:27]([CH3:26])[CH2:28][CH2:29][CH3:30])[CH2:15][CH2:14]2)=[CH:4][CH:3]=1. (2) The product is: [F:26][C:9]([F:8])([F:25])[CH2:10][O:11][CH:12]1[CH2:17][CH2:16][NH:15][CH2:14][CH2:13]1. Given the reactants FC(F)(F)C(O)=O.[F:8][C:9]([F:26])([F:25])[CH2:10][O:11][CH:12]1[CH2:17][CH2:16][N:15](C(OC(C)(C)C)=O)[CH2:14][CH2:13]1, predict the reaction product. (3) Given the reactants [C:1]([O:6][CH3:7])(=[O:5])[C:2]([CH3:4])=[CH2:3].[C:8]1([CH2:14][CH2:15][CH2:16]CO)[CH:13]=[CH:12][CH:11]=[CH:10][CH:9]=1.C(OC1C=CC(O)=CC=1)C1C=CC=CC=1, predict the reaction product. The product is: [C:1]([O:6][CH2:7][CH2:16][CH2:15][CH2:14][C:8]1[CH:13]=[CH:12][CH:11]=[CH:10][CH:9]=1)(=[O:5])[C:2]([CH3:4])=[CH2:3]. (4) Given the reactants [CH3:1][C:2]1[NH:3][C:4]2[C:5](=[O:14])[CH2:6][CH2:7][CH2:8][C:9]=2[C:10]=1[C:11]([OH:13])=O.[NH2:15][CH2:16][CH:17]([OH:27])[CH2:18][N:19]([CH:21]1[CH2:26][CH2:25][CH2:24][CH2:23][CH2:22]1)[CH3:20], predict the reaction product. The product is: [CH:21]1([N:19]([CH3:20])[CH2:18][CH:17]([OH:27])[CH2:16][NH:15][C:11]([C:10]2[C:9]3[CH2:8][CH2:7][CH2:6][C:5](=[O:14])[C:4]=3[NH:3][C:2]=2[CH3:1])=[O:13])[CH2:26][CH2:25][CH2:24][CH2:23][CH2:22]1. (5) Given the reactants Cl.[NH2:2][CH2:3][C:4]1([C:23]2[CH:28]=[CH:27][CH:26]=[CH:25][CH:24]=2)[CH2:8][CH2:7][N:6]([CH2:9][C@@H:10]([C:12]2[C:13]([CH3:22])=[C:14]3[C:18](=[CH:19][CH:20]=2)[C:17](=[O:21])[O:16][CH2:15]3)[OH:11])[CH2:5]1.[N:29]1([C:34]2[CH:42]=[CH:41][C:37]([C:38](O)=[O:39])=[CH:36][N:35]=2)[CH:33]=[N:32][N:31]=[N:30]1.C(#N)C.O.C([O-])(=O)C.[NH4+], predict the reaction product. The product is: [OH:11][C@H:10]([C:12]1[C:13]([CH3:22])=[C:14]2[C:18](=[CH:19][CH:20]=1)[C:17](=[O:21])[O:16][CH2:15]2)[CH2:9][N:6]1[CH2:7][CH2:8][C:4]([CH2:3][NH:2][C:38](=[O:39])[C:37]2[CH:41]=[CH:42][C:34]([N:29]3[CH:33]=[N:32][N:31]=[N:30]3)=[N:35][CH:36]=2)([C:23]2[CH:24]=[CH:25][CH:26]=[CH:27][CH:28]=2)[CH2:5]1.